From a dataset of Forward reaction prediction with 1.9M reactions from USPTO patents (1976-2016). Predict the product of the given reaction. (1) Given the reactants [Cl:1][C:2]1[C:10]([CH:11]=[N:12][O:13][CH2:14][CH:15]2[CH2:17][CH2:16]2)=[C:9]([Cl:18])[CH:8]=[CH:7][C:3]=1[C:4]([OH:6])=O.[CH3:19][C:20]1[C:21]([NH2:25])=[N:22][O:23][N:24]=1.C(N(CC)CC)C, predict the reaction product. The product is: [Cl:1][C:2]1[C:10](/[CH:11]=[N:12]/[O:13][CH2:14][CH:15]2[CH2:17][CH2:16]2)=[C:9]([Cl:18])[CH:8]=[CH:7][C:3]=1[C:4]([NH:25][C:21]1[C:20]([CH3:19])=[N:24][O:23][N:22]=1)=[O:6]. (2) Given the reactants [F:1][C:2]1[CH:3]=[C:4]([CH:19]=[CH:20][CH:21]=1)[CH:5]=[C:6]1[CH2:11][CH2:10][N:9]([C:12]([O:14][C:15]([CH3:18])([CH3:17])[CH3:16])=[O:13])[CH2:8][CH2:7]1, predict the reaction product. The product is: [F:1][C:2]1[CH:3]=[C:4]([CH:19]=[CH:20][CH:21]=1)[CH2:5][CH:6]1[CH2:11][CH2:10][N:9]([C:12]([O:14][C:15]([CH3:18])([CH3:16])[CH3:17])=[O:13])[CH2:8][CH2:7]1. (3) The product is: [Cl:1][CH2:2][CH2:3][CH2:4][O:5][C:6]1[CH:7]=[CH:8][C:9]([C:12]2[S:13][C:14]([CH2:18][N:20]3[CH2:24][CH2:23][CH2:22][C:21]3=[O:25])=[C:15]([CH3:17])[N:16]=2)=[CH:10][CH:11]=1. Given the reactants [Cl:1][CH2:2][CH2:3][CH2:4][O:5][C:6]1[CH:11]=[CH:10][C:9]([C:12]2[S:13][C:14]([CH2:18]O)=[C:15]([CH3:17])[N:16]=2)=[CH:8][CH:7]=1.[NH:20]1[CH2:24][CH2:23][CH2:22][C:21]1=[O:25].C1(C)C=CC(S(O)(=O)=O)=CC=1, predict the reaction product. (4) The product is: [CH3:15][O:14][CH:9]([CH2:10][CH2:11][CH:12]=[CH2:13])[CH2:8][CH:7]=[N:25][OH:26]. Given the reactants C(O)=O.C(O[CH:7](OCC)[CH2:8][CH:9]([O:14][CH3:15])[CH2:10][CH2:11][CH:12]=[CH2:13])C.C([O-])(=O)C.[Na+].Cl.[NH2:25][OH:26], predict the reaction product. (5) Given the reactants [H-].[Na+].[CH3:3][C:4]1[O:8][C:7]([C:9]2[CH:32]=[CH:31][C:12]([O:13][C:14]3[CH:15]=[C:16]([CH:21]=[C:22]([O:24][C@@H:25]4[CH2:29][CH2:28][NH:27][C:26]4=[O:30])[CH:23]=3)[C:17]([O:19][CH3:20])=[O:18])=[CH:11][CH:10]=2)=[N:6][N:5]=1.[CH3:33]I, predict the reaction product. The product is: [CH3:3][C:4]1[O:8][C:7]([C:9]2[CH:10]=[CH:11][C:12]([O:13][C:14]3[CH:15]=[C:16]([CH:21]=[C:22]([O:24][C@@H:25]4[CH2:29][CH2:28][N:27]([CH3:33])[C:26]4=[O:30])[CH:23]=3)[C:17]([O:19][CH3:20])=[O:18])=[CH:31][CH:32]=2)=[N:6][N:5]=1.